This data is from Forward reaction prediction with 1.9M reactions from USPTO patents (1976-2016). The task is: Predict the product of the given reaction. Given the reactants [CH2:1]([O:3][C:4](=[O:29])[CH2:5][O:6][C:7]1[CH:12]=[CH:11][C:10]([O:13]CC=C)=[CH:9][C:8]=1[C:17](=[O:28])[NH:18][CH2:19][C:20]1[CH:25]=[CH:24][C:23]([Br:26])=[CH:22][C:21]=1[F:27])[CH3:2].O1CCOCC1.N1CCCC1, predict the reaction product. The product is: [CH2:1]([O:3][C:4](=[O:29])[CH2:5][O:6][C:7]1[CH:12]=[CH:11][C:10]([OH:13])=[CH:9][C:8]=1[C:17](=[O:28])[NH:18][CH2:19][C:20]1[CH:25]=[CH:24][C:23]([Br:26])=[CH:22][C:21]=1[F:27])[CH3:2].